Dataset: Peptide-MHC class I binding affinity with 185,985 pairs from IEDB/IMGT. Task: Regression. Given a peptide amino acid sequence and an MHC pseudo amino acid sequence, predict their binding affinity value. This is MHC class I binding data. (1) The peptide sequence is LCLSGDGWPY. The MHC is HLA-A30:02 with pseudo-sequence HLA-A30:02. The binding affinity (normalized) is 0.326. (2) The peptide sequence is SLTVLFDGR. The MHC is HLA-A68:01 with pseudo-sequence HLA-A68:01. The binding affinity (normalized) is 0.335. (3) The peptide sequence is AAMAAQLQA. The MHC is HLA-B15:01 with pseudo-sequence HLA-B15:01. The binding affinity (normalized) is 0.541. (4) The peptide sequence is STCMMCYKR. The MHC is Mamu-B8301 with pseudo-sequence Mamu-B8301. The binding affinity (normalized) is 0.582. (5) The peptide sequence is FVILYLLAV. The MHC is HLA-A02:01 with pseudo-sequence HLA-A02:01. The binding affinity (normalized) is 0.810. (6) The peptide sequence is LLWAARPRL. The MHC is HLA-B18:01 with pseudo-sequence HLA-B18:01. The binding affinity (normalized) is 0.469.